Dataset: Reaction yield outcomes from USPTO patents with 853,638 reactions. Task: Predict the reaction yield, written as a fraction of the theoretical maximum amount of product (1.0 means a 100% yield; for example, 0.34 means a 34% yield). (1) The reactants are [F:1][C:2]1[CH:3]=[C:4]([CH:7]=[C:8]([F:19])[C:9]=1[B:10]1[O:14][C:13]([CH3:16])([CH3:15])[C:12]([CH3:18])([CH3:17])[O:11]1)[CH:5]=[O:6].[BH4-].[Na+]. The catalyst is CO.CCOC(C)=O. The product is [F:19][C:8]1[CH:7]=[C:4]([CH2:5][OH:6])[CH:3]=[C:2]([F:1])[C:9]=1[B:10]1[O:14][C:13]([CH3:15])([CH3:16])[C:12]([CH3:17])([CH3:18])[O:11]1. The yield is 0.560. (2) The reactants are [C:1]([O:5][C:6](=[O:16])[NH:7][C@H:8]1[CH2:13][CH2:12][C@@H:11]([CH2:14]O)[CH2:10][CH2:9]1)([CH3:4])([CH3:3])[CH3:2].[C:30]1(P([C:30]2[CH:35]=[CH:34][CH:33]=[CH:32][CH:31]=2)[C:30]2[CH:35]=[CH:34][CH:33]=[CH:32][CH:31]=2)[CH:35]=[CH:34][CH:33]=[CH:32][CH:31]=1.C1(=O)NC(=O)C2=CC=CC=C12.[N:48]([C:49]([O:51][CH2:52]C)=[O:50])=[N:48][C:49]([O:51][CH2:52]C)=[O:50].O.NN.C(N(CC)CC)C.C([O-])(O)=O.[Na+]. The catalyst is C1COCC1.C1(C)C=CC=CC=1.CCO.C(Cl)(Cl)Cl. The product is [C:1]([O:5][C:6](=[O:16])[NH:7][C@H:8]1[CH2:13][CH2:12][C@@H:11]([CH2:14][NH:48][C:49]([O:51][CH2:52][C:30]2[CH:31]=[CH:32][CH:33]=[CH:34][CH:35]=2)=[O:50])[CH2:10][CH2:9]1)([CH3:4])([CH3:3])[CH3:2]. The yield is 0.910.